From a dataset of Peptide-MHC class II binding affinity with 134,281 pairs from IEDB. Regression. Given a peptide amino acid sequence and an MHC pseudo amino acid sequence, predict their binding affinity value. This is MHC class II binding data. (1) The binding affinity (normalized) is 0.568. The MHC is HLA-DPA10103-DPB10301 with pseudo-sequence HLA-DPA10103-DPB10301. The peptide sequence is AFKVAATAANAAYAN. (2) The peptide sequence is KHDDAIVRLRNAGIV. The MHC is DRB1_1501 with pseudo-sequence DRB1_1501. The binding affinity (normalized) is 0.874. (3) The peptide sequence is EGDAFELTVSCQGGLPK. The MHC is DRB1_0401 with pseudo-sequence DRB1_0401. The binding affinity (normalized) is 0.254.